The task is: Predict the reaction yield, written as a fraction of the theoretical maximum amount of product (1.0 means a 100% yield; for example, 0.34 means a 34% yield).. This data is from Reaction yield outcomes from USPTO patents with 853,638 reactions. (1) The reactants are C[O:2][C:3](=[O:19])[CH2:4][C:5]1[CH:10]=[CH:9][C:8]([O:11][CH2:12][C:13]2[CH:18]=[CH:17][CH:16]=[CH:15][CH:14]=2)=[CH:7][CH:6]=1.[OH-].[Li+].Cl. The catalyst is CO.O1CCCC1. The product is [CH2:12]([O:11][C:8]1[CH:7]=[CH:6][C:5]([CH2:4][C:3]([OH:19])=[O:2])=[CH:10][CH:9]=1)[C:13]1[CH:14]=[CH:15][CH:16]=[CH:17][CH:18]=1. The yield is 0.980. (2) The reactants are Cl[C:2]1[N:7]=[C:6]([C:8]2[CH:13]=[CH:12][N:11]=[C:10]([Cl:14])[CH:9]=2)[N:5]=[CH:4][N:3]=1.[CH3:15][O:16][C:17]1[N:22]=[CH:21][C:20]([NH2:23])=[CH:19][CH:18]=1.C(=O)([O-])[O-].[K+].[K+]. The yield is 0.840. The product is [Cl:14][C:10]1[CH:9]=[C:8]([C:6]2[N:5]=[CH:4][N:3]=[C:2]([NH:23][C:20]3[CH:21]=[N:22][C:17]([O:16][CH3:15])=[CH:18][CH:19]=3)[N:7]=2)[CH:13]=[CH:12][N:11]=1. The catalyst is C(#N)C.